Regression. Given a peptide amino acid sequence and an MHC pseudo amino acid sequence, predict their binding affinity value. This is MHC class I binding data. From a dataset of Peptide-MHC class I binding affinity with 185,985 pairs from IEDB/IMGT. (1) The peptide sequence is DHLKEKSSL. The MHC is HLA-B39:01 with pseudo-sequence HLA-B39:01. The binding affinity (normalized) is 0.449. (2) The peptide sequence is RTFSILNRK. The MHC is HLA-A02:11 with pseudo-sequence HLA-A02:11. The binding affinity (normalized) is 0.0847. (3) The peptide sequence is YVFPVIFSR. The MHC is Mamu-B52 with pseudo-sequence Mamu-B52. The binding affinity (normalized) is 0.